From a dataset of Full USPTO retrosynthesis dataset with 1.9M reactions from patents (1976-2016). Predict the reactants needed to synthesize the given product. (1) The reactants are: [Cl:1][C:2]1[CH:3]=[C:4]([NH:9][C:10]2[S:14][C:13]([C:15]3[CH:16]=[C:17]([OH:21])[CH:18]=[CH:19][CH:20]=3)=[N:12][N:11]=2)[CH:5]=[CH:6][C:7]=1[Cl:8].CC(C)([O-])C.[K+].Br[CH2:29][C:30]1[CH:31]=[C:32]([CH:38]=[CH:39][CH:40]=1)[O:33][C:34]([F:37])([F:36])[F:35]. Given the product [Cl:1][C:2]1[CH:3]=[C:4]([NH:9][C:10]2[S:14][C:13]([C:15]3[CH:20]=[CH:19][CH:18]=[C:17]([O:21][CH2:29][C:30]4[CH:40]=[CH:39][CH:38]=[C:32]([O:33][C:34]([F:35])([F:36])[F:37])[CH:31]=4)[CH:16]=3)=[N:12][N:11]=2)[CH:5]=[CH:6][C:7]=1[Cl:8], predict the reactants needed to synthesize it. (2) Given the product [F:24][C:3]([F:2])([F:23])[C:4]1[CH:22]=[CH:21][CH:20]=[CH:19][C:5]=1[CH:6]([O:14][CH:15]1[CH2:18][N:17]([C:36]([NH:35][C:25]23[CH2:34][CH:29]4[CH2:28][CH:27]([CH2:33][CH:31]([CH2:30]4)[CH2:32]2)[CH2:26]3)=[O:37])[CH2:16]1)[C:7]1[CH:12]=[CH:11][C:10]([CH3:13])=[CH:9][CH:8]=1, predict the reactants needed to synthesize it. The reactants are: Cl.[F:2][C:3]([F:24])([F:23])[C:4]1[CH:22]=[CH:21][CH:20]=[CH:19][C:5]=1[CH:6]([O:14][CH:15]1[CH2:18][NH:17][CH2:16]1)[C:7]1[CH:12]=[CH:11][C:10]([CH3:13])=[CH:9][CH:8]=1.[C:25]12([N:35]=[C:36]=[O:37])[CH2:34][CH:29]3[CH2:30][CH:31]([CH2:33][CH:27]([CH2:28]3)[CH2:26]1)[CH2:32]2. (3) Given the product [C:1]([O:5][CH:6]([C:11]1[C:12]([C:21]2[CH:22]=[C:23]3[C:28](=[CH:29][CH:30]=2)[O:27][CH2:26][CH2:25][CH2:24]3)=[C:13]2[CH:20]=[CH:19][N:18]([CH2:34][C:33]3[CH:36]=[CH:37][CH:38]=[C:39]([F:40])[C:32]=3[F:31])[C:14]2=[N:15][C:16]=1[CH3:17])[C:7]([OH:9])=[O:8])([CH3:4])([CH3:3])[CH3:2], predict the reactants needed to synthesize it. The reactants are: [C:1]([O:5][CH:6]([C:11]1[C:12]([C:21]2[CH:22]=[C:23]3[C:28](=[CH:29][CH:30]=2)[O:27][CH2:26][CH2:25][CH2:24]3)=[C:13]2[CH:20]=[CH:19][NH:18][C:14]2=[N:15][C:16]=1[CH3:17])[C:7]([O:9]C)=[O:8])([CH3:4])([CH3:3])[CH3:2].[F:31][C:32]1[C:39]([F:40])=[CH:38][CH:37]=[CH:36][C:33]=1[CH2:34]Br. (4) The reactants are: Br[C:2]1[CH:3]=[C:4]2[C:8](=[CH:9][CH:10]=1)[NH:7][C:6](=[O:11])[CH2:5]2.C([Sn](CCCC)(CCCC)[C:17]1[S:18][CH:19]=[CH:20][CH:21]=1)CCC. Given the product [S:18]1[CH:19]=[CH:20][CH:21]=[C:17]1[C:2]1[CH:3]=[C:4]2[C:8](=[CH:9][CH:10]=1)[NH:7][C:6](=[O:11])[CH2:5]2, predict the reactants needed to synthesize it. (5) The reactants are: [Cl:1][C:2]1[CH:3]=[CH:4][C:5]([O:17][CH2:18][CH:19]([CH3:21])[CH3:20])=[C:6]([NH:8][C:9]2[S:10][CH:11]=[C:12]([C:14](O)=O)[N:13]=2)[CH:7]=1.C1C=CC2N(O)N=NC=2C=1.CCN=C=NCCCN(C)C.CN1CCOCC1.[NH2:50][C:51]1[CH:52]=[C:53]([CH:58]=[CH:59][C:60]=1[NH2:61])[C:54]([O:56][CH3:57])=[O:55]. Given the product [Cl:1][C:2]1[CH:3]=[CH:4][C:5]([O:17][CH2:18][CH:19]([CH3:21])[CH3:20])=[C:6]([NH:8][C:9]2[S:10][CH:11]=[C:12]([C:14]3[NH:61][C:60]4[CH:59]=[CH:58][C:53]([C:54]([O:56][CH3:57])=[O:55])=[CH:52][C:51]=4[N:50]=3)[N:13]=2)[CH:7]=1, predict the reactants needed to synthesize it. (6) Given the product [C:4]([O:3][C:1](=[O:2])[NH:8][C:9]1[CH:17]=[CH:16][CH:15]=[C:11]([C:12](=[O:14])[NH:49][CH:42]2[CH2:48][CH2:47][CH2:46][CH2:45][CH2:44][CH2:43]2)[CH:10]=1)([CH3:5])([CH3:6])[CH3:7], predict the reactants needed to synthesize it. The reactants are: [C:1]([NH:8][C:9]1[CH:10]=[C:11]([CH:15]=[CH:16][CH:17]=1)[C:12]([OH:14])=O)([O:3][C:4]([CH3:7])([CH3:6])[CH3:5])=[O:2].CN(C(ON1N=NC2C=CC=NC1=2)=[N+](C)C)C.F[P-](F)(F)(F)(F)F.[CH:42]1([NH2:49])[CH2:48][CH2:47][CH2:46][CH2:45][CH2:44][CH2:43]1.C(N(CC)C(C)C)(C)C.